The task is: Predict the product of the given reaction.. This data is from Forward reaction prediction with 1.9M reactions from USPTO patents (1976-2016). (1) Given the reactants [Br:1][C:2]1[CH:7]=[CH:6][C:5]([NH:8][C@@H:9]([CH3:13])[CH2:10][C:11]#[N:12])=[CH:4][CH:3]=1.[OH:14]S(O)(=O)=O, predict the reaction product. The product is: [Br:1][C:2]1[CH:3]=[CH:4][C:5]([NH:8][C@@H:9]([CH3:13])[CH2:10][C:11]([NH2:12])=[O:14])=[CH:6][CH:7]=1. (2) Given the reactants [F:1][C:2]([F:16])([F:15])[C:3]1[C:4]([N:9]2[CH2:14][CH2:13][NH:12][CH2:11][CH2:10]2)=[N:5][CH:6]=[CH:7][CH:8]=1.[CH3:17][CH:18]1[CH2:23][CH2:22][CH2:21][CH:20]([C:24](O)=[O:25])[CH2:19]1.F[P-](F)(F)(F)(F)F.N1(O[P+](N(C)C)(N(C)C)N(C)C)C2C=CC=CC=2N=N1, predict the reaction product. The product is: [CH3:17][CH:18]1[CH2:23][CH2:22][CH2:21][CH:20]([C:24]([N:12]2[CH2:11][CH2:10][N:9]([C:4]3[C:3]([C:2]([F:1])([F:15])[F:16])=[CH:8][CH:7]=[CH:6][N:5]=3)[CH2:14][CH2:13]2)=[O:25])[CH2:19]1. (3) Given the reactants [Cl:1][C:2]1[CH:7]=[CH:6][CH:5]=[CH:4][C:3]=1[C:8]1[CH:13]=[CH:12][C:11]([C:14]([OH:16])=O)=[CH:10][C:9]=1[CH2:17][O:18][CH3:19].[NH2:20][C:21](=[N:39][OH:40])[C:22]1[CH:23]=[C:24]([CH:36]=[CH:37][CH:38]=1)[CH2:25][N:26]([CH2:28][C:29]([O:31][C:32]([CH3:35])([CH3:34])[CH3:33])=[O:30])[CH3:27], predict the reaction product. The product is: [Cl:1][C:2]1[CH:7]=[CH:6][CH:5]=[CH:4][C:3]=1[C:8]1[CH:13]=[CH:12][C:11]([C:14]2[O:16][N:39]=[C:21]([C:22]3[CH:23]=[C:24]([CH:36]=[CH:37][CH:38]=3)[CH2:25][N:26]([CH3:27])[CH2:28][C:29]([O:31][C:32]([CH3:33])([CH3:35])[CH3:34])=[O:30])[N:20]=2)=[CH:10][C:9]=1[CH2:17][O:18][CH3:19].[ClH:1].[Cl:1][C:2]1[CH:7]=[CH:6][CH:5]=[CH:4][C:3]=1[C:8]1[CH:13]=[CH:12][C:11]([C:14]2[O:40][N:39]=[C:21]([C:22]3[CH:23]=[C:24]([CH:36]=[CH:37][CH:38]=3)[CH2:25][N:26]([CH3:27])[CH2:28][C:29]([OH:31])=[O:30])[N:20]=2)=[CH:10][C:9]=1[CH2:17][O:18][CH3:19]. (4) Given the reactants [NH2:1][C:2]1[C:3]([C:9]([NH2:11])=[O:10])=[N:4][C:5](Cl)=[CH:6][CH:7]=1.C(=O)([O-])[O-].[K+].[K+].[F:18][C:19]1[CH:24]=[CH:23][C:22](B(O)O)=[CH:21][CH:20]=1, predict the reaction product. The product is: [NH2:1][C:2]1[C:3]([C:9]([NH2:11])=[O:10])=[N:4][C:5]([C:22]2[CH:23]=[CH:24][C:19]([F:18])=[CH:20][CH:21]=2)=[CH:6][CH:7]=1. (5) Given the reactants [N+:1]([C:4]1[NH:8][N:7]=[C:6]([C:9]([OH:11])=O)[CH:5]=1)([O-:3])=[O:2].C(N1C=CN=C1)([N:14]1C=CN=C1)=O.N, predict the reaction product. The product is: [N+:1]([C:4]1[CH:5]=[C:6]([C:9]([NH2:14])=[O:11])[NH:7][N:8]=1)([O-:3])=[O:2]. (6) Given the reactants [H-].[Na+].Br[C:4]1[CH:5]=[N:6][CH:7]=[CH:8][C:9]=1[CH2:10][C:11]([C:13]1[CH:14]=[C:15]2[C:19](=[CH:20][CH:21]=1)[C:18](=[N:22][O:23][Si:24]([C:27]([CH3:30])([CH3:29])[CH3:28])([CH3:26])[CH3:25])[CH2:17][CH2:16]2)=[O:12].[N:31]([CH2:34][C:35]1[CH:40]=[CH:39][C:38]([O:41][CH3:42])=[CH:37][CH:36]=1)=[C:32]=[S:33].[Cl-].[NH4+], predict the reaction product. The product is: [CH3:42][O:41][C:38]1[CH:39]=[CH:40][C:35]([CH2:34][NH:31][C:32]2[S:33][C:4]3=[CH:5][N:6]=[CH:7][CH:8]=[C:9]3[C:10]=2[C:11]([C:13]2[CH:14]=[C:15]3[C:19](=[CH:20][CH:21]=2)[C:18](=[N:22][O:23][Si:24]([C:27]([CH3:30])([CH3:29])[CH3:28])([CH3:26])[CH3:25])[CH2:17][CH2:16]3)=[O:12])=[CH:36][CH:37]=1. (7) Given the reactants [CH3:1][N:2]([CH2:13][C:14]1[N:18]([CH2:19][CH:20]2[CH2:23][N:22](C(OC(C)(C)C)=O)[CH2:21]2)[C:17]2[CH:31]=[CH:32][CH:33]=[CH:34][C:16]=2[N:15]=1)[CH:3]1[C:12]2[N:11]=[CH:10][CH:9]=[CH:8][C:7]=2[CH2:6][CH2:5][CH2:4]1, predict the reaction product. The product is: [NH:22]1[CH2:21][CH:20]([CH2:19][N:18]2[C:17]3[CH:31]=[CH:32][CH:33]=[CH:34][C:16]=3[N:15]=[C:14]2[CH2:13][N:2]([CH3:1])[CH:3]2[C:12]3[N:11]=[CH:10][CH:9]=[CH:8][C:7]=3[CH2:6][CH2:5][CH2:4]2)[CH2:23]1. (8) Given the reactants [CH3:1][O:2][C:3]1[CH:10]=[CH:9][C:6]([CH:7]=O)=[CH:5][C:4]=1[N+:11]([O-:13])=[O:12].O1CCCC1.[C:19]([O:22][CH2:23][CH3:24])(=[O:21])[CH3:20], predict the reaction product. The product is: [CH3:1][O:2][C:3]1[CH:10]=[CH:9][C:6]([CH:7]=[CH:20][C:19]([O:22][CH2:23][CH3:24])=[O:21])=[CH:5][C:4]=1[N+:11]([O-:13])=[O:12]. (9) Given the reactants [O:1]1[C:5]2[CH:6]=[CH:7][CH:8]=[CH:9][C:4]=2[CH:3]=[C:2]1[C:10]1[CH:11]=[C:12]2[C:17](=[CH:18][CH:19]=1)[N:16]=[C:15]([C:20]([F:23])([F:22])[F:21])[CH:14]=[C:13]2[O:24][CH3:25].CC([O-])=O.[K+].[Br:31]Br, predict the reaction product. The product is: [Br:31][C:3]1[C:4]2[CH:9]=[CH:8][CH:7]=[CH:6][C:5]=2[O:1][C:2]=1[C:10]1[CH:11]=[C:12]2[C:17](=[CH:18][CH:19]=1)[N:16]=[C:15]([C:20]([F:22])([F:21])[F:23])[CH:14]=[C:13]2[O:24][CH3:25]. (10) Given the reactants Cl[C:2]1[CH:7]=[C:6]([CH:8]2[CH2:13][CH2:12][N:11]([CH:14]3[CH2:17][O:16][CH2:15]3)[CH2:10][CH2:9]2)[CH:5]=[C:4]([N:18]2[CH2:22][CH2:21][C:20]([F:24])([F:23])[CH2:19]2)[N:3]=1.[NH2:25][C:26]1[CH:31]=[C:30]([C:32]#[N:33])[CH:29]=[CH:28][N:27]=1.C(=O)([O-])[O-].[Cs+].[Cs+], predict the reaction product. The product is: [F:23][C:20]1([F:24])[CH2:21][CH2:22][N:18]([C:4]2[N:3]=[C:2]([NH:25][C:26]3[CH:31]=[C:30]([CH:29]=[CH:28][N:27]=3)[C:32]#[N:33])[CH:7]=[C:6]([CH:8]3[CH2:13][CH2:12][N:11]([CH:14]4[CH2:17][O:16][CH2:15]4)[CH2:10][CH2:9]3)[CH:5]=2)[CH2:19]1.